This data is from Forward reaction prediction with 1.9M reactions from USPTO patents (1976-2016). The task is: Predict the product of the given reaction. Given the reactants [CH3:1][C:2]1[CH:7]=[CH:6][C:5]([S:8]([O:11][CH2:12][C@@H:13]2[O:18][C:17]3[C:19](C=O)=[C:20]([NH:23][C:24]([O:26][CH2:27][C:28]4[CH:33]=[CH:32][CH:31]=[CH:30][CH:29]=4)=[O:25])[CH:21]=[CH:22][C:16]=3[O:15][CH2:14]2)(=[O:10])=[O:9])=[CH:4][CH:3]=1.ClC1C=C(C=CC=1)C(OO)=[O:41], predict the reaction product. The product is: [CH3:1][C:2]1[CH:3]=[CH:4][C:5]([S:8]([O:11][CH2:12][CH:13]2[O:18][C:17]3[C:19]([OH:41])=[C:20]([NH:23][C:24]([O:26][CH2:27][C:28]4[CH:33]=[CH:32][CH:31]=[CH:30][CH:29]=4)=[O:25])[CH:21]=[CH:22][C:16]=3[O:15][CH2:14]2)(=[O:9])=[O:10])=[CH:6][CH:7]=1.